This data is from NCI-60 drug combinations with 297,098 pairs across 59 cell lines. The task is: Regression. Given two drug SMILES strings and cell line genomic features, predict the synergy score measuring deviation from expected non-interaction effect. (1) Drug 1: CC(CN1CC(=O)NC(=O)C1)N2CC(=O)NC(=O)C2. Drug 2: C1=NC(=NC(=O)N1C2C(C(C(O2)CO)O)O)N. Cell line: UO-31. Synergy scores: CSS=17.1, Synergy_ZIP=-5.21, Synergy_Bliss=0.557, Synergy_Loewe=1.96, Synergy_HSA=1.82. (2) Drug 1: C1CC(=O)NC(=O)C1N2C(=O)C3=CC=CC=C3C2=O. Drug 2: CCC1(C2=C(COC1=O)C(=O)N3CC4=CC5=C(C=CC(=C5CN(C)C)O)N=C4C3=C2)O.Cl. Cell line: SK-MEL-5. Synergy scores: CSS=-9.25, Synergy_ZIP=-6.83, Synergy_Bliss=-26.0, Synergy_Loewe=-69.2, Synergy_HSA=-35.6. (3) Cell line: NCI-H226. Drug 1: CCC(=C(C1=CC=CC=C1)C2=CC=C(C=C2)OCCN(C)C)C3=CC=CC=C3.C(C(=O)O)C(CC(=O)O)(C(=O)O)O. Synergy scores: CSS=1.14, Synergy_ZIP=15.2, Synergy_Bliss=17.1, Synergy_Loewe=17.3, Synergy_HSA=17.3. Drug 2: CCC1(CC2CC(C3=C(CCN(C2)C1)C4=CC=CC=C4N3)(C5=C(C=C6C(=C5)C78CCN9C7C(C=CC9)(C(C(C8N6C)(C(=O)OC)O)OC(=O)C)CC)OC)C(=O)OC)O.OS(=O)(=O)O. (4) Drug 1: C1=CC(=C2C(=C1NCCNCCO)C(=O)C3=C(C=CC(=C3C2=O)O)O)NCCNCCO. Drug 2: CC(C)NC(=O)C1=CC=C(C=C1)CNNC.Cl. Cell line: MALME-3M. Synergy scores: CSS=21.6, Synergy_ZIP=7.94, Synergy_Bliss=7.70, Synergy_Loewe=-28.0, Synergy_HSA=1.55. (5) Drug 1: C1C(C(OC1N2C=C(C(=O)NC2=O)F)CO)O. Drug 2: CC1=C2C(C(=O)C3(C(CC4C(C3C(C(C2(C)C)(CC1OC(=O)C(C(C5=CC=CC=C5)NC(=O)C6=CC=CC=C6)O)O)OC(=O)C7=CC=CC=C7)(CO4)OC(=O)C)O)C)OC(=O)C. Cell line: HS 578T. Synergy scores: CSS=46.6, Synergy_ZIP=3.94, Synergy_Bliss=2.15, Synergy_Loewe=-11.5, Synergy_HSA=4.11. (6) Synergy scores: CSS=47.1, Synergy_ZIP=-4.38, Synergy_Bliss=-5.41, Synergy_Loewe=-18.7, Synergy_HSA=-1.58. Drug 1: C1CC(=O)NC(=O)C1N2CC3=C(C2=O)C=CC=C3N. Cell line: CAKI-1. Drug 2: C1=NC2=C(N1)C(=S)N=C(N2)N. (7) Drug 1: CC1=C2C(C(=O)C3(C(CC4C(C3C(C(C2(C)C)(CC1OC(=O)C(C(C5=CC=CC=C5)NC(=O)OC(C)(C)C)O)O)OC(=O)C6=CC=CC=C6)(CO4)OC(=O)C)OC)C)OC. Drug 2: COC1=C2C(=CC3=C1OC=C3)C=CC(=O)O2. Cell line: OVCAR-5. Synergy scores: CSS=50.2, Synergy_ZIP=7.51, Synergy_Bliss=6.71, Synergy_Loewe=-24.5, Synergy_HSA=6.62. (8) Drug 1: CCCCCOC(=O)NC1=NC(=O)N(C=C1F)C2C(C(C(O2)C)O)O. Drug 2: CC1=C(C(=O)C2=C(C1=O)N3CC4C(C3(C2COC(=O)N)OC)N4)N. Cell line: NCIH23. Synergy scores: CSS=49.0, Synergy_ZIP=-0.841, Synergy_Bliss=-0.924, Synergy_Loewe=-1.93, Synergy_HSA=1.31. (9) Drug 1: CNC(=O)C1=CC=CC=C1SC2=CC3=C(C=C2)C(=NN3)C=CC4=CC=CC=N4. Drug 2: C1=C(C(=O)NC(=O)N1)F. Cell line: HOP-92. Synergy scores: CSS=18.2, Synergy_ZIP=0.828, Synergy_Bliss=-0.628, Synergy_Loewe=-1.35, Synergy_HSA=-0.902.